This data is from Forward reaction prediction with 1.9M reactions from USPTO patents (1976-2016). The task is: Predict the product of the given reaction. (1) Given the reactants [F:1][C:2]1[CH:11]=[CH:10][C:9]2[CH:12]=[CH:13][C:14](=[O:15])[N:7]3[C:8]=2[C:3]=1[CH2:4][CH2:5][CH:6]3[CH2:16][OH:17].CC(OI1(OC(C)=O)(OC(C)=O)OC(=O)C2C=CC=CC1=2)=O.C(OCC)C.[OH-].[Na+], predict the reaction product. The product is: [F:1][C:2]1[CH:11]=[CH:10][C:9]2[CH:12]=[CH:13][C:14](=[O:15])[N:7]3[C:8]=2[C:3]=1[CH2:4][CH2:5][CH:6]3[CH:16]=[O:17]. (2) Given the reactants [Cl:1][C:2]1[CH:3]=[CH:4][C:5]2[N:6]([C:8]([C:18]3[CH:23]=[CH:22][N:21]=[C:20]([NH2:24])[CH:19]=3)=[C:9]([C:11]3[CH:16]=[CH:15][CH:14]=[C:13]([CH3:17])[CH:12]=3)[N:10]=2)[N:7]=1.C(N(CC)CC)C.[C:32](Cl)(=[O:34])[CH3:33].C(=O)([O-])O.[Na+], predict the reaction product. The product is: [Cl:1][C:2]1[CH:3]=[CH:4][C:5]2[N:6]([C:8]([C:18]3[CH:23]=[CH:22][N:21]=[C:20]([NH:24][C:32](=[O:34])[CH3:33])[CH:19]=3)=[C:9]([C:11]3[CH:16]=[CH:15][CH:14]=[C:13]([CH3:17])[CH:12]=3)[N:10]=2)[N:7]=1. (3) Given the reactants [Br:1][C:2]1[S:15][C:5]2[N:6]([CH3:14])[C:7]([C:9](OCC)=[O:10])=[CH:8][C:4]=2[CH:3]=1.CC(C[AlH]CC(C)C)C, predict the reaction product. The product is: [Br:1][C:2]1[S:15][C:5]2[N:6]([CH3:14])[C:7]([CH2:9][OH:10])=[CH:8][C:4]=2[CH:3]=1. (4) Given the reactants [OH:1][C:2]1C=CC(C2C(=O)C3C(=C(C)C(O)=CC=3)OC=2)=CC=1OC.C(OC(=O)C)(=O)C.[C:30]([O:33][C:34]1[CH:55]=[CH:54][C:37]([C:38]2[C:47](=[O:48])[C:46]3[C:41](=[C:42]([CH3:53])[C:43]([O:49][C:50](=[O:52])[CH3:51])=[CH:44][CH:45]=3)[O:40][CH:39]=2)=[CH:36][CH:35]=1)(=[O:32])[CH3:31], predict the reaction product. The product is: [C:30]([O:33][C:34]1[CH:55]=[CH:54][C:37]([C:38]2[C:47](=[O:48])[C:46]3[C:41](=[C:42]([CH3:53])[C:43]([O:49][C:50](=[O:52])[CH3:51])=[CH:44][CH:45]=3)[O:40][CH:39]=2)=[CH:36][C:35]=1[O:1][CH3:2])(=[O:32])[CH3:31]. (5) Given the reactants [Br:1][C:2]1[CH:3]=[N:4][C:5]2[N:6]([N:8]=[CH:9][C:10]=2I)[CH:7]=1.CC1(C)C(C)(C)OB([C:20]2[CH:21]=[C:22]([C:25]([NH:27][CH:28]([C:33]3[CH:38]=[CH:37][CH:36]=[CH:35][N:34]=3)[C:29]([F:32])([F:31])[F:30])=[O:26])[S:23][CH:24]=2)O1.C([O-])([O-])=O.[Na+].[Na+], predict the reaction product. The product is: [Br:1][C:2]1[CH:3]=[N:4][C:5]2[N:6]([N:8]=[CH:9][C:10]=2[C:20]2[CH:21]=[C:22]([C:25]([NH:27][CH:28]([C:33]3[CH:38]=[CH:37][CH:36]=[CH:35][N:34]=3)[C:29]([F:32])([F:31])[F:30])=[O:26])[S:23][CH:24]=2)[CH:7]=1.